Dataset: Blood-brain barrier permeability classification from the B3DB database. Task: Regression/Classification. Given a drug SMILES string, predict its absorption, distribution, metabolism, or excretion properties. Task type varies by dataset: regression for continuous measurements (e.g., permeability, clearance, half-life) or binary classification for categorical outcomes (e.g., BBB penetration, CYP inhibition). Dataset: b3db_classification. (1) The result is 0 (does not penetrate BBB). The molecule is CC[C@@H]1CN2CCc3cc(OC)c(OC)cc3[C@@H]2C[C@@H]1C[C@@H]1NCCc2cc(OC)c(OC)cc21. (2) The result is 1 (penetrates BBB). The drug is CC(=O)[C@@]1(O)CCC2C3CCC4=CC(=O)C=C[C@]4(C)C3[C@@H](O)C[C@@]21C.